From a dataset of Reaction yield outcomes from USPTO patents with 853,638 reactions. Predict the reaction yield, written as a fraction of the theoretical maximum amount of product (1.0 means a 100% yield; for example, 0.34 means a 34% yield). The reactants are C1(OC)C=CC=CC=1.FC(F)(F)C(O)=O.COC1C=CC(C[NH:25][C:26]2[C:31]([C:32]([O:34][CH3:35])=[O:33])=[CH:30][C:29]([C:36]([F:39])([F:38])[F:37])=[CH:28][N:27]=2)=CC=1. The catalyst is ClCCl. The product is [NH2:25][C:26]1[C:31]([C:32]([O:34][CH3:35])=[O:33])=[CH:30][C:29]([C:36]([F:38])([F:37])[F:39])=[CH:28][N:27]=1. The yield is 0.950.